From a dataset of CYP1A2 inhibition data for predicting drug metabolism from PubChem BioAssay. Regression/Classification. Given a drug SMILES string, predict its absorption, distribution, metabolism, or excretion properties. Task type varies by dataset: regression for continuous measurements (e.g., permeability, clearance, half-life) or binary classification for categorical outcomes (e.g., BBB penetration, CYP inhibition). Dataset: cyp1a2_veith. (1) The compound is C[C@H](CCC(=O)O)[C@H]1CC[C@@H]2[C@@H]3CC[C@H]4C[C@@H](O)CC[C@@]4(C)[C@@H]3C[C@H](O)[C@]12C. The result is 0 (non-inhibitor). (2) The molecule is CCOc1ccc(NC(=S)N(Cc2ccc(Cl)cc2)Cc2ccco2)cc1. The result is 1 (inhibitor). (3) The molecule is COc1ccc(NC(=O)c2ncn[nH]2)cc1. The result is 1 (inhibitor). (4) The drug is O=C(COc1ccc([N+](=O)[O-])cc1)NCc1ccccc1. The result is 0 (non-inhibitor). (5) The drug is O=C(c1ccccc1)c1ccc(OCC(O)CN2CCN(Cc3ccccc3)CC2)cc1. The result is 0 (non-inhibitor). (6) The molecule is CCOc1ccc(-n2c(SCC(=O)Nc3ccc(OC)cc3)nc3c(c2=O)SCC3)cc1. The result is 0 (non-inhibitor). (7) The compound is O=S(=O)(c1ccccc1)N1CCCCC1c1cccnc1. The result is 0 (non-inhibitor). (8) The result is 0 (non-inhibitor). The compound is CC(=O)N1CCC2(CCCN(c3ccccc3)C2)CC1. (9) The drug is COc1cccc(C(=O)Nc2cc(C(F)(F)F)ccc2Cl)c1. The result is 1 (inhibitor). (10) The molecule is O=C(O)CSSCC(=O)O. The result is 0 (non-inhibitor).